Dataset: Forward reaction prediction with 1.9M reactions from USPTO patents (1976-2016). Task: Predict the product of the given reaction. (1) Given the reactants [C:1]([O:5][C:6](=[O:22])[N:7]([C:15]1[CH:20]=[CH:19][C:18]([Cl:21])=[CH:17][CH:16]=1)[C:8]1[CH:13]=[N:12][CH:11]=[C:10](Cl)[N:9]=1)([CH3:4])([CH3:3])[CH3:2].[NH:23]1[CH:27]=[CH:26][C:25](B(O)O)=[N:24]1.C(=O)([O-])[O-].[Na+].[Na+], predict the reaction product. The product is: [C:1]([O:5][C:6](=[O:22])[N:7]([C:15]1[CH:20]=[CH:19][C:18]([Cl:21])=[CH:17][CH:16]=1)[C:8]1[CH:13]=[N:12][CH:11]=[C:10]([C:27]2[NH:23][N:24]=[CH:25][CH:26]=2)[N:9]=1)([CH3:4])([CH3:3])[CH3:2]. (2) Given the reactants [Cl:1][C:2]1[CH:28]=[CH:27][C:5]([C:6]([C:8]2[CH:9]=[C:10]3[C:15](=[CH:16][CH:17]=2)[N:14]([CH3:18])[C:13](=[O:19])[CH:12]=[C:11]3[C:20]2[CH:25]=[CH:24][CH:23]=[C:22](I)[CH:21]=2)=[O:7])=[CH:4][CH:3]=1.[CH3:29][Si:30]([C:33]#[CH:34])([CH3:32])[CH3:31].[Al].[I-], predict the reaction product. The product is: [Cl:1][C:2]1[CH:28]=[CH:27][C:5]([C:6]([C:8]2[CH:9]=[C:10]3[C:15](=[CH:16][CH:17]=2)[N:14]([CH3:18])[C:13](=[O:19])[CH:12]=[C:11]3[C:20]2[CH:25]=[CH:24][CH:23]=[C:22]([C:34]#[C:33][Si:30]([CH3:32])([CH3:31])[CH3:29])[CH:21]=2)=[O:7])=[CH:4][CH:3]=1.